Task: Predict the product of the given reaction.. Dataset: Forward reaction prediction with 1.9M reactions from USPTO patents (1976-2016) The product is: [Cl:1][C:2]1[S:6][C:5]2[C:7]3([O:20][CH2:21][C:22]([F:23])([F:24])[C:4]=2[CH:3]=1)[CH2:12][CH2:11][N:10]([CH2:13][C:14]1[C:15]([CH3:19])=[N:16][N:17]([C:26]2[C:31]([CH2:32][N:33]4[CH2:38][CH2:37][O:36][CH2:35][C:34]4=[O:39])=[CH:30][CH:29]=[CH:28][N:27]=2)[CH:18]=1)[CH2:9][CH2:8]3. Given the reactants [Cl:1][C:2]1[S:6][C:5]2[C:7]3([O:20][CH2:21][C:22]([F:24])([F:23])[C:4]=2[CH:3]=1)[CH2:12][CH2:11][N:10]([CH2:13][C:14]1[C:15]([CH3:19])=[N:16][NH:17][CH:18]=1)[CH2:9][CH2:8]3.Br[C:26]1[C:31]([CH2:32][N:33]2[CH2:38][CH2:37][O:36][CH2:35][C:34]2=[O:39])=[CH:30][CH:29]=[CH:28][N:27]=1.C(=O)([O-])[O-].[Cs+].[Cs+].CN[C@@H]1CCCC[C@H]1NC, predict the reaction product.